This data is from Retrosynthesis with 50K atom-mapped reactions and 10 reaction types from USPTO. The task is: Predict the reactants needed to synthesize the given product. (1) Given the product CCOC(=O)n1c(SC(F)(F)C(F)F)nc(-c2ccc(F)cc2)c1-c1ccc(F)cc1, predict the reactants needed to synthesize it. The reactants are: CCOC(=O)Cl.Fc1ccc(-c2nc(SC(F)(F)C(F)F)[nH]c2-c2ccc(F)cc2)cc1. (2) Given the product CN(CCOCCC#N)c1ccccc1, predict the reactants needed to synthesize it. The reactants are: C=CC#N.CN(CCO)c1ccccc1. (3) The reactants are: CC(C)(C)CC1NC(C(=O)O)C(c2cccc(Cl)c2F)C1(C#N)c1ccc(Cl)cc1F.Nc1ccc2c(c1)C(=O)NC2=O. Given the product CC(C)(C)CC1NC(C(=O)Nc2ccc3c(c2)C(=O)NC3=O)C(c2cccc(Cl)c2F)C1(C#N)c1ccc(Cl)cc1F, predict the reactants needed to synthesize it. (4) The reactants are: CC(=O)OC[C@@](O)(c1ccc(F)cc1F)[C@H](C)c1ccncn1. Given the product C[C@H](c1ccncn1)[C@@](O)(CO)c1ccc(F)cc1F, predict the reactants needed to synthesize it. (5) Given the product Fc1ccc(C#Cc2cccc(S(F)(F)(F)(F)F)c2)cc1Br, predict the reactants needed to synthesize it. The reactants are: C#Cc1ccc(F)c(Br)c1.FS(F)(F)(F)(F)c1cccc(I)c1. (6) The reactants are: CC(C)(O)c1cccc(Br)n1.CI. Given the product COC(C)(C)c1cccc(Br)n1, predict the reactants needed to synthesize it. (7) Given the product COc1ccc(C2COCCOC2)c2sc(NC(=O)c3ccc(CN4CCCC4)cc3)nc12, predict the reactants needed to synthesize it. The reactants are: C1CCNC1.COc1ccc(C2COCCOC2)c2sc(NC(=O)c3ccc(CCl)cc3)nc12. (8) Given the product CCOC(=O)Cc1cc2c(N)cccc2cn1, predict the reactants needed to synthesize it. The reactants are: CCOC(=O)Cc1cc2c([N+](=O)[O-])cccc2cn1. (9) Given the product C[C@H]1COCCN1c1cc(C2(S(=O)(=O)C3CCCC3)CC2)nc(-c2ccc(NC(=O)Oc3ccccc3)cc2)n1, predict the reactants needed to synthesize it. The reactants are: C[C@H]1COCCN1c1cc(C2(S(=O)(=O)C3CCCC3)CC2)nc(-c2ccc(N)cc2)n1.O=C(Cl)Oc1ccccc1. (10) Given the product CC[C@H]1CCN[C@@H]1C(=O)N[C@@H](CCSC)C(=O)OC(C)C, predict the reactants needed to synthesize it. The reactants are: CC[C@H]1CCN[C@@H]1C(=O)O.CSCC[C@H](N)C(=O)OC(C)C.